From a dataset of Full USPTO retrosynthesis dataset with 1.9M reactions from patents (1976-2016). Predict the reactants needed to synthesize the given product. (1) Given the product [N+:12]([C:15]1[CH:16]=[C:17]([NH:18][C:2]2[CH:7]=[CH:6][CH:5]=[CH:4][C:3]=2[CH2:8][C:9]([OH:11])=[O:10])[CH:19]=[CH:20][C:21]=1[F:22])([O-:14])=[O:13], predict the reactants needed to synthesize it. The reactants are: Br[C:2]1[CH:7]=[CH:6][CH:5]=[CH:4][C:3]=1[CH2:8][C:9]([OH:11])=[O:10].[N+:12]([C:15]1[CH:16]=[C:17]([CH:19]=[CH:20][C:21]=1[F:22])[NH2:18])([O-:14])=[O:13]. (2) Given the product [Br:1][C:2]1[CH:3]=[C:4]([Cl:13])[C:5]2[O:9][CH:8](/[CH:10]=[CH:19]/[C:14]([O:16][CH2:17][CH3:18])=[O:15])[CH2:7][C:6]=2[CH:12]=1, predict the reactants needed to synthesize it. The reactants are: [Br:1][C:2]1[CH:3]=[C:4]([Cl:13])[C:5]2[O:9][CH:8]([CH:10]=O)[CH2:7][C:6]=2[CH:12]=1.[C:14]([CH:19]=P(C1C=CC=CC=1)(C1C=CC=CC=1)C1C=CC=CC=1)([O:16][CH2:17][CH3:18])=[O:15].O. (3) Given the product [Cl:1][C:2]1[CH:7]=[CH:6][C:5](/[CH:8]=[CH:9]/[C:10]([N:30]2[CH2:31][CH2:32][N:27]([CH2:26][C:23]3[N:22]=[C:21]([CH3:20])[O:25][N:24]=3)[CH2:28][C@H:29]2[CH3:33])=[O:12])=[C:4]([CH2:13][N:14]2[N:18]=[N:17][C:16]([CH3:19])=[N:15]2)[CH:3]=1, predict the reactants needed to synthesize it. The reactants are: [Cl:1][C:2]1[CH:7]=[CH:6][C:5](/[CH:8]=[CH:9]/[C:10]([OH:12])=O)=[C:4]([CH2:13][N:14]2[N:18]=[N:17][C:16]([CH3:19])=[N:15]2)[CH:3]=1.[CH3:20][C:21]1[O:25][N:24]=[C:23]([CH2:26][N:27]2[CH2:32][CH2:31][NH:30][C@H:29]([CH3:33])[CH2:28]2)[N:22]=1. (4) Given the product [Br:16][C:17]1[N:31]=[C:20]2[CH:21]=[CH:22][CH:23]=[C:24]([N:25]([CH3:2])[C@@H:26]3[CH2:30][CH2:29][O:28][CH2:27]3)[N:19]2[N:18]=1, predict the reactants needed to synthesize it. The reactants are: O1CCC(C2N=C3C=CC=C(N)N3N=2)[CH2:2]1.[Br:16][C:17]1[N:31]=[C:20]2[CH:21]=[CH:22][CH:23]=[C:24]([NH:25][C@@H:26]3[CH2:30][CH2:29][O:28][CH2:27]3)[N:19]2[N:18]=1.[H-].[Na+].IC. (5) Given the product [OH2:3].[CH3:1][S:2]([OH:5])(=[O:4])=[O:3].[O:6]=[C:7]1[CH:16]2[CH2:17][CH:10]3[CH2:11][CH:12]([O:18][C:19]([C:21]4[C:29]5[C:24](=[CH:25][CH:26]=[CH:27][CH:28]=5)[NH:23][CH:22]=4)=[O:20])[CH2:13][CH:14]([CH2:15]2)[N:9]3[CH2:8]1, predict the reactants needed to synthesize it. The reactants are: [CH3:1][S:2]([OH:5])(=[O:4])=[O:3].[O:6]=[C:7]1[CH:16]2[CH2:17][CH:10]3[CH2:11][CH:12]([O:18][C:19]([C:21]4[C:29]5[C:24](=[CH:25][CH:26]=[CH:27][CH:28]=5)[NH:23][CH:22]=4)=[O:20])[CH2:13][CH:14]([CH2:15]2)[N:9]3[CH2:8]1. (6) The reactants are: [CH:1]1[C:13]2[N:12]([C:14]3[CH:19]=[CH:18][C:17]([C:20](=[O:22])[CH3:21])=[CH:16][CH:15]=3)[C:11]3[C:6](=[CH:7][CH:8]=[CH:9][CH:10]=3)[C:5]=2[CH:4]=[CH:3][CH:2]=1.[F:23][C:24]1[CH:32]=[CH:31][C:27]([C:28](Cl)=[O:29])=[CH:26][CH:25]=1.[Al+3].[Cl-].[Cl-].[Cl-].[C:37](Cl)(=[O:39])[CH3:38]. Given the product [C:37]([C:8]1[CH:9]=[CH:10][C:11]2[N:12]([C:14]3[CH:15]=[CH:16][C:17]([C:20](=[O:22])[CH3:21])=[CH:18][CH:19]=3)[C:13]3[C:5]([C:6]=2[CH:7]=1)=[CH:4][C:3]([C:28](=[O:29])[C:27]1[CH:31]=[CH:32][C:24]([F:23])=[CH:25][CH:26]=1)=[CH:2][CH:1]=3)(=[O:39])[CH3:38], predict the reactants needed to synthesize it. (7) Given the product [Br-:23].[OH:10][C:9]([C:17]1[CH:22]=[CH:21][CH:20]=[CH:19][CH:18]=1)([C:11]1[CH:12]=[CH:13][CH:14]=[CH:15][CH:16]=1)[C:4]12[CH2:5][CH2:6][N+:1]([CH2:24][CH2:25][C:26]3[CH:31]=[CH:30][CH:29]=[CH:28][CH:27]=3)([CH2:2][CH2:3]1)[CH2:8][CH2:7]2, predict the reactants needed to synthesize it. The reactants are: [N:1]12[CH2:8][CH2:7][C:4]([C:9]([C:17]3[CH:22]=[CH:21][CH:20]=[CH:19][CH:18]=3)([C:11]3[CH:16]=[CH:15][CH:14]=[CH:13][CH:12]=3)[OH:10])([CH2:5][CH2:6]1)[CH2:3][CH2:2]2.[Br:23][CH2:24][CH2:25][C:26]1[CH:31]=[CH:30][CH:29]=[CH:28][CH:27]=1. (8) Given the product [CH3:23][O:8][C:7](=[O:9])[CH2:6][CH:5]([C:3]#[N:4])[C:10]1[CH:15]=[CH:14][C:13]([O:16][CH2:17][O:18][CH2:19][CH2:20][O:21][CH3:22])=[CH:12][CH:11]=1, predict the reactants needed to synthesize it. The reactants are: CI.[C:3]([CH:5]([C:10]1[CH:15]=[CH:14][C:13]([O:16][CH2:17][O:18][CH2:19][CH2:20][O:21][CH3:22])=[CH:12][CH:11]=1)[CH2:6][C:7]([OH:9])=[O:8])#[N:4].[C:23](=O)([O-])[O-].[Cs+].[Cs+].O.